This data is from Reaction yield outcomes from USPTO patents with 853,638 reactions. The task is: Predict the reaction yield, written as a fraction of the theoretical maximum amount of product (1.0 means a 100% yield; for example, 0.34 means a 34% yield). (1) The reactants are Cl[C:2]1[C:7]([C:8]#[N:9])=[CH:6][CH:5]=[C:4]([CH2:10][CH3:11])[N:3]=1.[CH:12]1([CH2:17][NH:18][CH2:19][CH3:20])[CH2:16][CH2:15][CH2:14][CH2:13]1. No catalyst specified. The product is [CH:12]1([CH2:17][N:18]([CH2:19][CH3:20])[C:2]2[C:7]([C:8]#[N:9])=[CH:6][CH:5]=[C:4]([CH2:10][CH3:11])[N:3]=2)[CH2:16][CH2:15][CH2:14][CH2:13]1. The yield is 0.630. (2) The reactants are [CH2:1]([N:4]1[C:17]2[C:8](=[C:9]3[C:14](=[CH:15][CH:16]=2)[N:13]=[C:12]([O:18][CH:19]([CH3:21])[CH3:20])[CH:11]=[C:10]3[C:22]([F:25])([F:24])[F:23])[O:7][CH2:6][C@H:5]1[CH2:26][CH3:27])[CH:2]=[CH2:3].CCN(CC)CC. The catalyst is CCOC(C)=O.[Pd]. The product is [CH2:26]([C@@H:5]1[CH2:6][O:7][C:8]2=[C:9]3[C:14](=[CH:15][CH:16]=[C:17]2[N:4]1[CH2:1][CH2:2][CH3:3])[N:13]=[C:12]([O:18][CH:19]([CH3:20])[CH3:21])[CH:11]=[C:10]3[C:22]([F:23])([F:25])[F:24])[CH3:27]. The yield is 0.960. (3) The reactants are [CH3:1][O:2][C:3]([C:5]1([C:8]2[CH:13]=[C:12](I)[C:11]([O:15][CH2:16][C:17]([CH3:19])=[CH2:18])=[C:10](I)[CH:9]=2)[CH2:7][CH2:6]1)=[O:4].CCCC[SnH](CCCC)CCCC.CC(N=NC(C#N)(C)C)(C#N)C. The catalyst is C1(C)C=CC=CC=1. The product is [CH3:1][O:2][C:3]([C:5]1([C:8]2[CH:13]=[CH:12][C:11]3[O:15][CH2:16][C:17]([CH3:19])([CH3:18])[C:10]=3[CH:9]=2)[CH2:7][CH2:6]1)=[O:4]. The yield is 0.620. (4) The reactants are [Cl:1][S:2]([OH:5])(=O)=[O:3].[Cl:6][C:7]1[CH:12]=[CH:11][CH:10]=[CH:9][C:8]=1[O:13][CH3:14]. No catalyst specified. The product is [Cl:6][C:7]1[CH:12]=[C:11]([S:2]([Cl:1])(=[O:5])=[O:3])[CH:10]=[CH:9][C:8]=1[O:13][CH3:14]. The yield is 0.500. (5) The reactants are [Cl:1][C:2]1[CH:3]=[C:4]([C@@H:8]([OH:12])[CH2:9][NH:10][CH3:11])[CH:5]=[CH:6][CH:7]=1.[CH3:25][C:24]([O:23][C:21](O[C:21]([O:23][C:24]([CH3:27])([CH3:26])[CH3:25])=[O:22])=[O:22])([CH3:27])[CH3:26]. The catalyst is C1COCC1. The product is [Cl:1][C:2]1[CH:3]=[C:4]([C@@H:8]([OH:12])[CH2:9][N:10]([CH3:11])[C:21](=[O:22])[O:23][C:24]([CH3:25])([CH3:26])[CH3:27])[CH:5]=[CH:6][CH:7]=1. The yield is 0.743. (6) The reactants are [CH2:1](C(O)=O)[C:2]([CH2:4]C(O)=O)=[O:3].C([O-])(=O)C.[Na+].[CH2:16]([O:18][C:19](=[O:27])[CH:20]([CH2:24][CH:25]=O)[CH2:21][CH:22]=O)[CH3:17].[CH2:28]([NH2:35])[C:29]1[CH:34]=[CH:33][CH:32]=[CH:31][CH:30]=1.C(=O)([O-])[O-].[K+].[K+]. The catalyst is O.Cl. The product is [CH2:16]([O:18][C:19]([CH:20]1[CH2:24][CH:25]2[N:35]([CH2:28][C:29]3[CH:34]=[CH:33][CH:32]=[CH:31][CH:30]=3)[CH:22]([CH2:1][C:2](=[O:3])[CH2:4]2)[CH2:21]1)=[O:27])[CH3:17]. The yield is 0.400. (7) The reactants are [Br:1][C:2]1[S:3][CH:4]=[CH:5][C:6]=1[C:7]([OH:9])=O.ClN1C(=O)CCC1=O.[ClH:18].C(Cl)(=O)C(Cl)=O.[NH3:25]. The catalyst is CN(C)C=O.C(Cl)Cl.O. The product is [Br:1][C:2]1[S:3][C:4]([Cl:18])=[CH:5][C:6]=1[C:7]([NH2:25])=[O:9]. The yield is 0.530.